From a dataset of Retrosynthesis with 50K atom-mapped reactions and 10 reaction types from USPTO. Predict the reactants needed to synthesize the given product. (1) Given the product CC(Nc1ncnc2[nH]cnc12)c1ccc2cccnc2c1-c1cncc(F)c1, predict the reactants needed to synthesize it. The reactants are: Brc1ncnc2[nH]cnc12.CC(N)c1ccc2cccnc2c1-c1cncc(F)c1. (2) Given the product CC(=O)N[C@H]1CC[C@H](CCN2CCCCC2c2ccoc3cccc2-3)CC1, predict the reactants needed to synthesize it. The reactants are: CN(C)C(On1nnc2ccccc21)=[N+](C)C.N[C@H]1CC[C@H](CCN2CCCCC2c2ccoc3cccc2-3)CC1. (3) The reactants are: CC(C)(C)c1ccc(S(=O)(=O)Cl)cc1.COc1ccc(N)cn1. Given the product COc1ccc(NS(=O)(=O)c2ccc(C(C)(C)C)cc2)cn1, predict the reactants needed to synthesize it.